The task is: Regression. Given two drug SMILES strings and cell line genomic features, predict the synergy score measuring deviation from expected non-interaction effect.. This data is from NCI-60 drug combinations with 297,098 pairs across 59 cell lines. (1) Cell line: SNB-19. Drug 2: C1CCC(C(C1)N)N.C(=O)(C(=O)[O-])[O-].[Pt+4]. Synergy scores: CSS=39.5, Synergy_ZIP=2.43, Synergy_Bliss=4.54, Synergy_Loewe=-11.1, Synergy_HSA=8.54. Drug 1: CC1=C(N=C(N=C1N)C(CC(=O)N)NCC(C(=O)N)N)C(=O)NC(C(C2=CN=CN2)OC3C(C(C(C(O3)CO)O)O)OC4C(C(C(C(O4)CO)O)OC(=O)N)O)C(=O)NC(C)C(C(C)C(=O)NC(C(C)O)C(=O)NCCC5=NC(=CS5)C6=NC(=CS6)C(=O)NCCC[S+](C)C)O. (2) Drug 1: COC1=NC(=NC2=C1N=CN2C3C(C(C(O3)CO)O)O)N. Cell line: SK-OV-3. Drug 2: C1CNP(=O)(OC1)N(CCCl)CCCl. Synergy scores: CSS=-5.78, Synergy_ZIP=1.98, Synergy_Bliss=-3.56, Synergy_Loewe=-8.67, Synergy_HSA=-9.21. (3) Drug 1: C1=NC2=C(N1)C(=S)N=CN2. Drug 2: C1=NC2=C(N=C(N=C2N1C3C(C(C(O3)CO)O)F)Cl)N. Cell line: MOLT-4. Synergy scores: CSS=23.2, Synergy_ZIP=-2.29, Synergy_Bliss=-4.33, Synergy_Loewe=-37.4, Synergy_HSA=-8.24. (4) Drug 1: CC1CCC2CC(C(=CC=CC=CC(CC(C(=O)C(C(C(=CC(C(=O)CC(OC(=O)C3CCCCN3C(=O)C(=O)C1(O2)O)C(C)CC4CCC(C(C4)OC)OCCO)C)C)O)OC)C)C)C)OC. Drug 2: CC(C)(C#N)C1=CC(=CC(=C1)CN2C=NC=N2)C(C)(C)C#N. Cell line: OVCAR-4. Synergy scores: CSS=8.61, Synergy_ZIP=-3.65, Synergy_Bliss=-0.186, Synergy_Loewe=-6.18, Synergy_HSA=-0.408. (5) Drug 1: C1=CN(C=N1)CC(O)(P(=O)(O)O)P(=O)(O)O. Drug 2: CN(C(=O)NC(C=O)C(C(C(CO)O)O)O)N=O. Cell line: SK-MEL-5. Synergy scores: CSS=3.65, Synergy_ZIP=-1.27, Synergy_Bliss=2.16, Synergy_Loewe=1.17, Synergy_HSA=1.59. (6) Drug 1: C1=CC(=CC=C1CC(C(=O)O)N)N(CCCl)CCCl.Cl. Drug 2: CC(C)CN1C=NC2=C1C3=CC=CC=C3N=C2N. Cell line: SNB-75. Synergy scores: CSS=1.90, Synergy_ZIP=0.480, Synergy_Bliss=1.49, Synergy_Loewe=-1.56, Synergy_HSA=-1.70. (7) Drug 1: C1=CC=C(C=C1)NC(=O)CCCCCCC(=O)NO. Drug 2: C#CCC(CC1=CN=C2C(=N1)C(=NC(=N2)N)N)C3=CC=C(C=C3)C(=O)NC(CCC(=O)O)C(=O)O. Synergy scores: CSS=54.0, Synergy_ZIP=2.05, Synergy_Bliss=0.592, Synergy_Loewe=-27.7, Synergy_HSA=0.962. Cell line: OVCAR-8. (8) Cell line: A549. Drug 1: C1=CC=C(C(=C1)C(C2=CC=C(C=C2)Cl)C(Cl)Cl)Cl. Synergy scores: CSS=2.33, Synergy_ZIP=-0.0186, Synergy_Bliss=1.38, Synergy_Loewe=-1.77, Synergy_HSA=0.916. Drug 2: CCN(CC)CCCC(C)NC1=C2C=C(C=CC2=NC3=C1C=CC(=C3)Cl)OC. (9) Drug 2: N.N.Cl[Pt+2]Cl. Cell line: SK-OV-3. Synergy scores: CSS=12.9, Synergy_ZIP=-1.37, Synergy_Bliss=5.77, Synergy_Loewe=-9.40, Synergy_HSA=-0.587. Drug 1: CCCCCOC(=O)NC1=NC(=O)N(C=C1F)C2C(C(C(O2)C)O)O.